This data is from Peptide-MHC class II binding affinity with 134,281 pairs from IEDB. The task is: Regression. Given a peptide amino acid sequence and an MHC pseudo amino acid sequence, predict their binding affinity value. This is MHC class II binding data. (1) The peptide sequence is FAEYKSDYVYQPFPK. The MHC is DRB1_0405 with pseudo-sequence DRB1_0405. The binding affinity (normalized) is 0.415. (2) The peptide sequence is DHMSIYKFMGRSHFL. The MHC is DRB1_1201 with pseudo-sequence DRB1_1201. The binding affinity (normalized) is 0.282. (3) The peptide sequence is LETVAIDRPAEARKV. The MHC is DRB1_1501 with pseudo-sequence DRB1_1501. The binding affinity (normalized) is 0. (4) The peptide sequence is VHTGDQHQVGNETQG. The MHC is DRB1_0404 with pseudo-sequence DRB1_0404. The binding affinity (normalized) is 0.104. (5) The peptide sequence is EKKYDAATQFEPLAA. The binding affinity (normalized) is 0.358. The MHC is HLA-DQA10501-DQB10201 with pseudo-sequence HLA-DQA10501-DQB10201. (6) The peptide sequence is EKKYFAATQFEQLAA. The MHC is HLA-DPA10201-DPB10501 with pseudo-sequence HLA-DPA10201-DPB10501. The binding affinity (normalized) is 0.873. (7) The peptide sequence is FWAVRGGGGESFGIV. The MHC is HLA-DPA10201-DPB10101 with pseudo-sequence HLA-DPA10201-DPB10101. The binding affinity (normalized) is 0.193. (8) The peptide sequence is KMPMYIAGYKTFDGR. The MHC is DRB1_0405 with pseudo-sequence DRB1_0405. The binding affinity (normalized) is 0.488.